From a dataset of Forward reaction prediction with 1.9M reactions from USPTO patents (1976-2016). Predict the product of the given reaction. (1) Given the reactants [CH3:1][C@@H:2]1[CH2:7][NH:6][CH2:5][CH2:4][NH:3]1.Cl[C:9]1[CH:14]=[C:13]([C:15]([F:18])([F:17])[F:16])[CH:12]=[CH:11][N:10]=1, predict the reaction product. The product is: [CH3:1][C@H:2]1[NH:3][CH2:4][CH2:5][N:6]([C:9]2[CH:14]=[C:13]([C:15]([F:18])([F:17])[F:16])[CH:12]=[CH:11][N:10]=2)[CH2:7]1. (2) Given the reactants Cl[C:2]1[CH:3]=[CH:4][C:5]2[C:15]3[C:10](=[CH:11][N:12]=[C:13]([NH:16][C:17](=[O:19])[CH3:18])[CH:14]=3)[CH2:9][O:8][C:6]=2[CH:7]=1.[OH:20][CH2:21][C@@H:22]([NH:27][C:28](=[O:34])[O:29][C:30]([CH3:33])([CH3:32])[CH3:31])[CH2:23][CH:24]([CH3:26])[CH3:25].C(P(C(C)(C)C)C1C(OC)=CC=C(C)C=1C1C(C(C)C)=CC(C(C)C)=CC=1C(C)C)(C)(C)C.C(=O)([O-])[O-].[Cs+].[Cs+], predict the reaction product. The product is: [C:17]([NH:16][C:13]1[CH:14]=[C:15]2[C:5]3[CH:4]=[CH:3][C:2]([O:20][CH2:21][C@@H:22]([NH:27][C:28](=[O:34])[O:29][C:30]([CH3:31])([CH3:33])[CH3:32])[CH2:23][CH:24]([CH3:26])[CH3:25])=[CH:7][C:6]=3[O:8][CH2:9][C:10]2=[CH:11][N:12]=1)(=[O:19])[CH3:18].